This data is from Reaction yield outcomes from USPTO patents with 853,638 reactions. The task is: Predict the reaction yield, written as a fraction of the theoretical maximum amount of product (1.0 means a 100% yield; for example, 0.34 means a 34% yield). (1) The reactants are [CH2:1]([O:3][C:4](=[O:18])[CH2:5][CH:6]1[O:10][B:9]([OH:11])[C:8]2[CH:12]=[C:13]([OH:17])[CH:14]=[C:15]([CH3:16])[C:7]1=2)[CH3:2].[Cl:19][C:20]1[N:21]=[N:22][C:23](Cl)=[CH:24][CH:25]=1.[H-].[Na+].[NH4+].[Cl-].Cl. The catalyst is CN(C=O)C. The product is [CH2:1]([O:3][C:4](=[O:18])[CH2:5][CH:6]1[O:10][B:9]([OH:11])[C:8]2[CH:12]=[C:13]([O:17][C:23]3[N:22]=[N:21][C:20]([Cl:19])=[CH:25][CH:24]=3)[CH:14]=[C:15]([CH3:16])[C:7]1=2)[CH3:2]. The yield is 0.420. (2) The reactants are [C:1]([C:4]1[CH:9]=[C:8]([O:10][CH2:11][CH2:12][CH3:13])[CH:7]=[CH:6][C:5]=1[NH:14][C:15](=O)[C:16]1[CH:21]=[CH:20][CH:19]=[N:18][CH:17]=1)(=[O:3])[NH2:2].[OH-].[Na+]. The catalyst is CCO. The product is [CH2:11]([O:10][C:8]1[CH:9]=[C:4]2[C:5](=[CH:6][CH:7]=1)[NH:14][C:15]([C:16]1[CH:17]=[N:18][CH:19]=[CH:20][CH:21]=1)=[N:2][C:1]2=[O:3])[CH2:12][CH3:13]. The yield is 1.00.